This data is from Reaction yield outcomes from USPTO patents with 853,638 reactions. The task is: Predict the reaction yield, written as a fraction of the theoretical maximum amount of product (1.0 means a 100% yield; for example, 0.34 means a 34% yield). (1) The reactants are [CH3:1][C@H:2]1[NH:7][C@@H:6]([CH3:8])[CH2:5][N:4]([C:9]2[CH:14]=[CH:13][C:12]([NH:15][C:16]3[N:21]=[CH:20][C:19](/[CH:22]=[CH:23]/[C:24]4[CH:25]=[C:26]([CH:31]=[C:32]([O:35][CH3:36])[C:33]=4[F:34])[C:27]([O:29][CH3:30])=[O:28])=[CH:18][N:17]=3)=[CH:11][CH:10]=2)[CH2:3]1. The catalyst is CO.C1COCC1.[Pd]. The product is [CH3:1][C@H:2]1[NH:7][C@@H:6]([CH3:8])[CH2:5][N:4]([C:9]2[CH:14]=[CH:13][C:12]([NH:15][C:16]3[N:17]=[CH:18][C:19]([CH2:22][CH2:23][C:24]4[CH:25]=[C:26]([CH:31]=[C:32]([O:35][CH3:36])[C:33]=4[F:34])[C:27]([O:29][CH3:30])=[O:28])=[CH:20][N:21]=3)=[CH:11][CH:10]=2)[CH2:3]1. The yield is 0.879. (2) The reactants are [Cl:1][C:2]1[C:3]([F:31])=[C:4]([NH:8][CH:9]([C:11]2[CH:12]=[C:13]([C:28](O)=[O:29])[CH:14]=[C:15]3[C:20]=2[O:19][C:18]([N:21]2[CH2:26][CH2:25][O:24][CH2:23][CH2:22]2)=[CH:17][C:16]3=[O:27])[CH3:10])[CH:5]=[CH:6][CH:7]=1.[NH:32]1[CH2:37][CH2:36][CH:35]([OH:38])[CH2:34][CH2:33]1. No catalyst specified. The product is [Cl:1][C:2]1[C:3]([F:31])=[C:4]([NH:8][CH:9]([C:11]2[CH:12]=[C:13]([C:28]([N:32]3[CH2:37][CH2:36][CH:35]([OH:38])[CH2:34][CH2:33]3)=[O:29])[CH:14]=[C:15]3[C:20]=2[O:19][C:18]([N:21]2[CH2:26][CH2:25][O:24][CH2:23][CH2:22]2)=[CH:17][C:16]3=[O:27])[CH3:10])[CH:5]=[CH:6][CH:7]=1. The yield is 0.655. (3) The catalyst is O. The yield is 0.952. The reactants are [NH2:1][C:2]([C:4]1[CH:5]=[C:6]2[C:11](=[CH:12][CH:13]=1)[C:10](=[O:14])[N:9]([CH2:15][CH:16]([CH3:18])[CH3:17])[C:8]([CH2:19][NH:20][C:21](=[O:27])[O:22][C:23]([CH3:26])([CH3:25])[CH3:24])=[C:7]2[C:28]1[S:29][CH:30]=[CH:31][CH:32]=1)=O.N1C(Cl)=NC(Cl)=NC=1Cl.CN(C)C=O. The product is [C:2]([C:4]1[CH:5]=[C:6]2[C:11](=[CH:12][CH:13]=1)[C:10](=[O:14])[N:9]([CH2:15][CH:16]([CH3:18])[CH3:17])[C:8]([CH2:19][NH:20][C:21](=[O:27])[O:22][C:23]([CH3:26])([CH3:25])[CH3:24])=[C:7]2[C:28]1[S:29][CH:30]=[CH:31][CH:32]=1)#[N:1]. (4) The reactants are C(OC(=O)[NH:7][CH:8]([CH2:34][C:35]1[CH:40]=[CH:39][C:38]([F:41])=[CH:37][CH:36]=1)[C:9]([N:11]1[CH2:16][CH2:15][N:14]([CH:17]([C:29](=[O:31])[NH2:30])[CH2:18][C:19]2[CH:28]=[CH:27][C:26]3[C:21](=[CH:22][CH:23]=[CH:24][CH:25]=3)[CH:20]=2)[CH2:13][CH:12]1[CH2:32][CH3:33])=[O:10])(C)(C)C.[Cl:43]CCCl. The catalyst is Cl.O1CCOCC1. The product is [ClH:43].[NH2:7][CH:8]([CH2:34][C:35]1[CH:40]=[CH:39][C:38]([F:41])=[CH:37][CH:36]=1)[C:9]([N:11]1[CH2:16][CH2:15][N:14]([CH:17]([CH2:18][C:19]2[CH:28]=[CH:27][C:26]3[C:21](=[CH:22][CH:23]=[CH:24][CH:25]=3)[CH:20]=2)[C:29]([NH2:30])=[O:31])[CH2:13][CH:12]1[CH2:32][CH3:33])=[O:10]. The yield is 1.00. (5) The reactants are [CH3:1][C:2]1[C:16](=[O:17])[N:15]=[C:14]2[N:4]([C@@H:5]3[O:9][C@H:8]([CH2:10][OH:11])[C@@H:7]([OH:12])[C@@H:6]3[O:13]2)[CH:3]=1.[CH3:18][O:19][CH2:20][CH2:21][O:22]B([O:22][CH2:21][CH2:20][O:19][CH3:18])[O:22][CH2:21][CH2:20][O:19][CH3:18]. The catalyst is COCCO. The product is [CH3:18][O:19][CH2:20][CH2:21][O:22][C@@H:6]1[C@H:7]([OH:12])[C@@H:8]([CH2:10][OH:11])[O:9][C@H:5]1[N:4]1[CH:3]=[C:2]([CH3:1])[C:16](=[O:17])[NH:15][C:14]1=[O:13]. The yield is 0.630.